This data is from Choline transporter screen with 302,306 compounds. The task is: Binary Classification. Given a drug SMILES string, predict its activity (active/inactive) in a high-throughput screening assay against a specified biological target. The drug is Clc1ccc(CNC(=O)C2C3OC(C2C(O)=O)CC3)cc1. The result is 0 (inactive).